Dataset: Full USPTO retrosynthesis dataset with 1.9M reactions from patents (1976-2016). Task: Predict the reactants needed to synthesize the given product. (1) Given the product [CH2:6]([N:13]1[C:18](=[O:19])[CH:17]=[C:16]([Cl:3])[NH:15][C:14]1=[O:21])[C:7]1[CH:12]=[CH:11][CH:10]=[CH:9][CH:8]=1, predict the reactants needed to synthesize it. The reactants are: P(Cl)(Cl)([Cl:3])=O.[CH2:6]([N:13]1[C:18](=[O:19])[CH2:17][C:16](=O)[NH:15][C:14]1=[O:21])[C:7]1[CH:12]=[CH:11][CH:10]=[CH:9][CH:8]=1. (2) Given the product [Cl:41][CH2:42][C:43]([NH:20][C@H:16]([C:14]([N:11]1[CH2:12][CH2:13][C:8]([C:4]2[CH:5]=[CH:6][CH:7]=[C:2]([F:1])[CH:3]=2)([CH2:21][CH2:22][N:23]2[C@H:24]3[CH2:30][CH2:29][C@@H:28]2[CH2:27][CH:26]([N:31]2[C:35]4[CH:36]=[CH:37][CH:38]=[CH:39][C:34]=4[N:33]=[C:32]2[CH3:40])[CH2:25]3)[CH2:9][CH2:10]1)=[O:15])[CH:17]([CH3:18])[CH3:19])=[O:44], predict the reactants needed to synthesize it. The reactants are: [F:1][C:2]1[CH:3]=[C:4]([C:8]2([CH2:21][CH2:22][N:23]3[C@H:28]4[CH2:29][CH2:30][C@@H:24]3[CH2:25][CH:26]([N:31]3[C:35]5[CH:36]=[CH:37][CH:38]=[CH:39][C:34]=5[N:33]=[C:32]3[CH3:40])[CH2:27]4)[CH2:13][CH2:12][N:11]([C:14]([C@@H:16]([NH2:20])[CH:17]([CH3:19])[CH3:18])=[O:15])[CH2:10][CH2:9]2)[CH:5]=[CH:6][CH:7]=1.[Cl:41][CH2:42][C:43](Cl)=[O:44].CCN(C(C)C)C(C)C. (3) Given the product [C:32]1([C@H:38]2[CH2:42][O:41][C:40](=[O:43])[N:39]2[C:16](=[O:18])[CH2:15][C@@H:14]([C:8]2[CH:9]=[CH:10][CH:11]=[CH:12][CH:13]=2)[CH3:19])[CH:33]=[CH:34][CH:35]=[CH:36][CH:37]=1, predict the reactants needed to synthesize it. The reactants are: C(N(CC)CC)C.[C:8]1([C@@H:14]([CH3:19])[CH2:15][C:16]([OH:18])=O)[CH:13]=[CH:12][CH:11]=[CH:10][CH:9]=1.C(Cl)(=O)C(C)(C)C.C([Li])CCC.[C:32]1([C@H:38]2[CH2:42][O:41][C:40](=[O:43])[NH:39]2)[CH:37]=[CH:36][CH:35]=[CH:34][CH:33]=1.O1CCNC1=O. (4) Given the product [CH2:15]([O:14][C:12](=[O:13])/[CH:11]=[CH:47]/[C:44]1[CH:45]=[CH:46][C:41]([C@@H:38]2[CH2:39][CH2:40][C@H:36]([N:23]([C:22]([O:21][C:17]([CH3:18])([CH3:20])[CH3:19])=[O:49])[C@@H:24]([C:26]3[C:35]4[C:30](=[CH:31][CH:32]=[CH:33][CH:34]=4)[CH:29]=[CH:28][CH:27]=3)[CH3:25])[CH2:37]2)=[CH:42][CH:43]=1)[CH3:16], predict the reactants needed to synthesize it. The reactants are: [H-].[Na+].C(OP([CH2:11][C:12]([O:14][CH2:15][CH3:16])=[O:13])(OCC)=O)C.[C:17]([O:21][C:22](=[O:49])[N:23]([C@H:36]1[CH2:40][CH2:39][C@@H:38]([C:41]2[CH:46]=[CH:45][C:44]([CH:47]=O)=[CH:43][CH:42]=2)[CH2:37]1)[C@@H:24]([C:26]1[C:35]2[C:30](=[CH:31][CH:32]=[CH:33][CH:34]=2)[CH:29]=[CH:28][CH:27]=1)[CH3:25])([CH3:20])([CH3:19])[CH3:18].[Cl-].[NH4+].